This data is from Full USPTO retrosynthesis dataset with 1.9M reactions from patents (1976-2016). The task is: Predict the reactants needed to synthesize the given product. Given the product [NH2:40][CH2:39][C:37]1([CH2:41][NH:42][C:9]2[C:18]3[C:13](=[CH:14][CH:15]=[C:16]([C:19]([OH:21])=[O:20])[CH:17]=3)[N:12]=[C:11]([N:22]3[CH2:28][C:27]4[CH:29]=[CH:30][CH:31]=[CH:32][C:26]=4[S:25](=[O:34])(=[O:33])[CH2:24][CH2:23]3)[N:10]=2)[CH2:38][O:35][CH2:36]1, predict the reactants needed to synthesize it. The reactants are: C(O[C:9]1[C:18]2[C:13](=[CH:14][CH:15]=[C:16]([C:19]([OH:21])=[O:20])[CH:17]=2)[N:12]=[C:11]([N:22]2[CH2:28][C:27]3[CH:29]=[CH:30][CH:31]=[CH:32][C:26]=3[S:25](=[O:34])(=[O:33])[CH2:24][CH2:23]2)[N:10]=1)C1C=CC=CC=1.[O:35]1[CH2:38][C:37]([CH2:41][NH2:42])([CH2:39][NH2:40])[CH2:36]1.